This data is from Forward reaction prediction with 1.9M reactions from USPTO patents (1976-2016). The task is: Predict the product of the given reaction. (1) Given the reactants CN([CH2:4][CH2:5]N(C)C)C.C([Li])(CC)C.[F:14][S:15]([F:28])([F:27])([F:26])([F:25])[C:16]1[CH:24]=C[C:19]([C:20]([OH:22])=[O:21])=[CH:18][CH:17]=1.CI.Cl, predict the reaction product. The product is: [F:14][S:15]([F:25])([F:26])([F:27])([F:28])[C:16]1[CH:17]=[CH:18][C:19]([C:20]([OH:22])=[O:21])=[C:4]([CH3:5])[CH:24]=1. (2) Given the reactants [CH2:1]([C@H:8]1[N:13]([C:14]([C:16]2[N:17]=[CH:18][N:19]([C@H:27]3[CH2:31][CH2:30][NH:29][CH2:28]3)[C:20]=2[C:21]2[CH:26]=[CH:25][CH:24]=[CH:23][CH:22]=2)=[O:15])[CH2:12][CH2:11][N:10]([C:32]([O:34][C:35]([CH3:38])([CH3:37])[CH3:36])=[O:33])[CH2:9]1)[C:2]1[CH:7]=[CH:6][CH:5]=[CH:4][CH:3]=1.[OH:39][C:40]([CH3:45])([CH3:44])[C:41](O)=[O:42].CCN=C=NCCCN(C)C.Cl.C1C=CC2N(O)N=NC=2C=1, predict the reaction product. The product is: [CH2:1]([C@H:8]1[N:13]([C:14]([C:16]2[N:17]=[CH:18][N:19]([C@H:27]3[CH2:31][CH2:30][N:29]([C:41](=[O:42])[C:40]([OH:39])([CH3:45])[CH3:44])[CH2:28]3)[C:20]=2[C:21]2[CH:26]=[CH:25][CH:24]=[CH:23][CH:22]=2)=[O:15])[CH2:12][CH2:11][N:10]([C:32]([O:34][C:35]([CH3:38])([CH3:37])[CH3:36])=[O:33])[CH2:9]1)[C:2]1[CH:7]=[CH:6][CH:5]=[CH:4][CH:3]=1.